This data is from Reaction yield outcomes from USPTO patents with 853,638 reactions. The task is: Predict the reaction yield, written as a fraction of the theoretical maximum amount of product (1.0 means a 100% yield; for example, 0.34 means a 34% yield). The reactants are [CH3:1][CH:2](O)C.C([O-])=O.[NH4+].[CH3:9][O:10][C:11]1[C:20]([N+:21]([O-])=O)=[CH:19][CH:18]=[CH:17][C:12]=1[C:13]([O:15][CH3:16])=[O:14].C(=O)C. The catalyst is O.[Pd]. The product is [CH2:1]([NH:21][C:20]1[C:11]([O:10][CH3:9])=[C:12]([CH:17]=[CH:18][CH:19]=1)[C:13]([O:15][CH3:16])=[O:14])[CH3:2]. The yield is 0.850.